This data is from Catalyst prediction with 721,799 reactions and 888 catalyst types from USPTO. The task is: Predict which catalyst facilitates the given reaction. (1) Reactant: O[CH2:2][C:3]1[O:4][C:5]([C:14]2[CH:19]=[CH:18][C:17]([S:20]([NH2:23])(=[O:22])=[O:21])=[CH:16][CH:15]=2)=[C:6]([C:8]2[CH:13]=[CH:12][CH:11]=[CH:10][CH:9]=2)[N:7]=1.C(N(CC)CC)C.[Cl-].[Li+].CS([Cl:37])(=O)=O. Product: [Cl:37][CH2:2][C:3]1[O:4][C:5]([C:14]2[CH:19]=[CH:18][C:17]([S:20]([NH2:23])(=[O:22])=[O:21])=[CH:16][CH:15]=2)=[C:6]([C:8]2[CH:13]=[CH:12][CH:11]=[CH:10][CH:9]=2)[N:7]=1. The catalyst class is: 54. (2) Reactant: N(C(OCC)=O)=NC(OCC)=O.[CH:13]1([N:18]([OH:30])[C:19](=[O:29])[C:20]2[CH:25]=[CH:24][C:23]([O:26][CH3:27])=[CH:22][C:21]=2O)[CH2:17][CH2:16][CH2:15][CH2:14]1.C1(P(C2C=CC=CC=2)C2C=CC=CC=2)C=CC=CC=1. Product: [CH:13]1([N:18]2[C:19](=[O:29])[C:20]3[CH:25]=[CH:24][C:23]([O:26][CH3:27])=[CH:22][C:21]=3[O:30]2)[CH2:14][CH2:15][CH2:16][CH2:17]1. The catalyst class is: 7. (3) Reactant: C[C:2]1([C:14]([O-:16])=O)[CH2:6][CH2:5][N:4]([C:7]([O:9][C:10]([CH3:13])([CH3:12])[CH3:11])=[O:8])[CH2:3]1.[NH2:17][NH2:18]. Product: [NH:17]([C:14]([CH:2]1[CH2:6][CH2:5][N:4]([C:7]([O:9][C:10]([CH3:13])([CH3:12])[CH3:11])=[O:8])[CH2:3]1)=[O:16])[NH2:18]. The catalyst class is: 8. (4) Reactant: Br[C:2]1[C:3]2[N:4]([CH:18]=[CH:19][N:20]=2)[N:5]=[C:6]([C:8]2[CH:9]=[C:10]([CH:15]=[CH:16][CH:17]=2)[C:11]([O:13][CH3:14])=[O:12])[CH:7]=1.[CH3:21][CH:22]1[CH2:26][CH2:25][CH2:24][N:23]1[C:27]1[N:32]=[C:31]([NH2:33])[CH:30]=[CH:29][CH:28]=1.C1C=CC(P(C2C(C3C(P(C4C=CC=CC=4)C4C=CC=CC=4)=CC=C4C=3C=CC=C4)=C3C(C=CC=C3)=CC=2)C2C=CC=CC=2)=CC=1.C([O-])([O-])=O.[Cs+].[Cs+]. Product: [CH3:21][CH:22]1[CH2:26][CH2:25][CH2:24][N:23]1[C:27]1[N:32]=[C:31]([NH:33][C:2]2[C:3]3[N:4]([CH:18]=[CH:19][N:20]=3)[N:5]=[C:6]([C:8]3[CH:9]=[C:10]([CH:15]=[CH:16][CH:17]=3)[C:11]([O:13][CH3:14])=[O:12])[CH:7]=2)[CH:30]=[CH:29][CH:28]=1. The catalyst class is: 102. (5) Reactant: [CH3:1][C:2]1[C:6]([CH2:7][N:8]2[CH:12]=[C:11]([N+:13]([O-])=O)[CH:10]=[N:9]2)=[C:5]([CH3:16])[O:4][N:3]=1.[CH3:31][C:28]([O:27][C:25](O[C:25]([O:27][C:28]([CH3:31])(C)C)=[O:26])=[O:26])(C)C.[H][H].CO.[CH3:36][CH2:37]O.C1COCC1. Product: [CH3:1][C:2]1[C:6]([CH2:7][N:8]2[CH:12]=[C:11]([NH:13][C:25](=[O:26])[O:27][CH2:28][CH2:31][CH2:36][CH3:37])[CH:10]=[N:9]2)=[C:5]([CH3:16])[O:4][N:3]=1. The catalyst class is: 45. (6) Reactant: [NH2:1][C:2]1[CH:10]=[CH:9][CH:8]=[C:7]([CH3:11])[C:3]=1[C:4]([OH:6])=[O:5].[C:12](OCC)(=O)C.C(O)C.C[Si](C=[N+]=[N-])(C)C. Product: [CH3:12][O:5][C:4](=[O:6])[C:3]1[C:7]([CH3:11])=[CH:8][CH:9]=[CH:10][C:2]=1[NH2:1]. The catalyst class is: 27. (7) Reactant: [F:1][C:2]1[C:3]([CH3:10])=[C:4]([CH:7]=[CH:8][CH:9]=1)[CH:5]=O.[CH3:11][C:12]([C:14]1[CH:19]=[CH:18][CH:17]=[C:16]([O:20][CH3:21])[CH:15]=1)=[O:13]. Product: [F:1][C:2]1[C:3]([CH3:10])=[C:4](/[CH:5]=[CH:11]/[C:12]([C:14]2[CH:19]=[CH:18][CH:17]=[C:16]([O:20][CH3:21])[CH:15]=2)=[O:13])[CH:7]=[CH:8][CH:9]=1. The catalyst class is: 74. (8) Product: [Cl:14][C:15]1[CH:20]=[C:19]([C:21]([F:22])([F:23])[F:24])[CH:18]=[CH:17][C:16]=1[C:2]1[CH:7]=[CH:6][CH:5]=[C:4]([CH2:8][C:9]([O:11][CH2:12][CH3:13])=[O:10])[CH:3]=1. The catalyst class is: 6. Reactant: I[C:2]1[CH:3]=[C:4]([CH2:8][C:9]([O:11][CH2:12][CH3:13])=[O:10])[CH:5]=[CH:6][CH:7]=1.[Cl:14][C:15]1[CH:20]=[C:19]([C:21]([F:24])([F:23])[F:22])[CH:18]=[CH:17][C:16]=1B(O)O.C(=O)([O-])[O-].[Na+].[Na+].O1CCOCC1.